Dataset: Forward reaction prediction with 1.9M reactions from USPTO patents (1976-2016). Task: Predict the product of the given reaction. (1) Given the reactants [NH2:1][C@H:2]([CH2:6][C:7]1[CH:12]=[CH:11][C:10]([Br:13])=[CH:9][CH:8]=1)[C:3]([OH:5])=[O:4].[OH-].[Na+].[O:16](C(OC(C)(C)C)=O)[C:17]([O:19][C:20]([CH3:23])([CH3:22])[CH3:21])=O, predict the reaction product. The product is: [Br:13][C:10]1[CH:9]=[CH:8][C:7]([CH2:6][C@@H:2]([NH:1][C:17]([O:19][C:20]([CH3:23])([CH3:22])[CH3:21])=[O:16])[C:3]([OH:5])=[O:4])=[CH:12][CH:11]=1. (2) Given the reactants O[CH:2]=[C:3]1[C:11]2[C:6](=[CH:7][C:8]([C:12]([C:14]3[CH:19]=[CH:18][C:17]([NH:20][C:21]([C:23]4[N:24]([CH2:29][CH3:30])[N:25]=[C:26]([CH3:28])[CH:27]=4)=[O:22])=[CH:16][CH:15]=3)=[O:13])=[CH:9][CH:10]=2)[NH:5][C:4]1=[O:31].[NH2:32][C:33]1[CH:34]=[C:35]([OH:39])[CH:36]=[CH:37][CH:38]=1, predict the reaction product. The product is: [OH:39][C:35]1[CH:34]=[C:33]([NH:32][CH:2]=[C:3]2[C:11]3[C:6](=[CH:7][C:8]([C:12]([C:14]4[CH:15]=[CH:16][C:17]([NH:20][C:21]([C:23]5[N:24]([CH2:29][CH3:30])[N:25]=[C:26]([CH3:28])[CH:27]=5)=[O:22])=[CH:18][CH:19]=4)=[O:13])=[CH:9][CH:10]=3)[NH:5][C:4]2=[O:31])[CH:38]=[CH:37][CH:36]=1. (3) Given the reactants [OH-].[Na+].[C:3]([O:7][C:8](=[O:31])[N:9]([CH2:13][CH2:14][C:15]1[CH:20]=[CH:19][C:18]([Cl:21])=[C:17]([C:22](C)(C)[O:23][SiH2]C(C)(C)C)[CH:16]=1)[CH:10]1[CH2:12][CH2:11]1)([CH3:6])([CH3:5])[CH3:4], predict the reaction product. The product is: [C:3]([O:7][C:8](=[O:31])[N:9]([CH2:13][CH2:14][C:15]1[CH:20]=[CH:19][C:18]([Cl:21])=[C:17]([CH2:22][OH:23])[CH:16]=1)[CH:10]1[CH2:11][CH2:12]1)([CH3:6])([CH3:4])[CH3:5]. (4) Given the reactants C(OC(=O)[NH:7][C:8]1[CH:13]=[C:12]([CH3:14])[C:11]([CH2:15][NH:16][C:17]([C:19]2[CH:20]=[N:21][N:22]([CH2:24][C:25]3[CH:30]=[CH:29][C:28]([CH2:31]Cl)=[CH:27][CH:26]=3)[CH:23]=2)=[O:18])=[C:10]([CH3:33])[N:9]=1)(C)(C)C.[N-:35]=[N+:36]=[N-:37].[Na+].[C:39]([Si](C)(C)C)#[CH:40].CCN(C(C)C)C(C)C.O=C1O[C@H]([C@H](CO)O)C([O-])=C1O.[Na+], predict the reaction product. The product is: [N:35]1([CH2:31][C:28]2[CH:27]=[CH:26][C:25]([CH2:24][N:22]3[CH:23]=[C:19]([C:17]([NH:16][CH2:15][C:11]4[C:10]([CH3:33])=[N:9][C:8]([NH2:7])=[CH:13][C:12]=4[CH3:14])=[O:18])[CH:20]=[N:21]3)=[CH:30][CH:29]=2)[CH:40]=[CH:39][N:37]=[N:36]1. (5) Given the reactants [OH:1][C@@H:2]([C@H:4]1[C:40](=[O:41])[N:6]2[C:7]([C:27]([O:29]CC3C=CC([N+]([O-])=O)=CC=3)=[O:28])=[C:8]([C:11]3[S:15][C:14]4=[C:16]([S:19][CH2:20][CH2:21]OS(C)(=O)=O)[N:17]=[CH:18][N:13]4[CH:12]=3)[C@H:9]([CH3:10])[C@H:5]12)[CH3:3], predict the reaction product. The product is: [S:15]1[C:11]([C:8]2[C@H:9]([CH3:10])[C@@H:5]3[C@@H:4]([C@H:2]([OH:1])[CH3:3])[C:40](=[O:41])[N:6]3[C:7]=2[C:27]([OH:29])=[O:28])=[CH:12][N:13]2[CH2:18][N:17]3[CH2:21][CH2:20][S:19][C:16]3=[C:14]12. (6) Given the reactants [C:1]([C:3]1[CH:12]=[C:11]2[C:6]([CH2:7][CH2:8][CH2:9][N:10]2[C:13]2[C:17]3[CH2:18][N:19]([C:22]([O:24][C:25]([CH3:28])([CH3:27])[CH3:26])=[O:23])[CH2:20][CH2:21][C:16]=3[N:15]([CH:29]3[CH2:34][CH2:33][O:32][CH2:31][CH2:30]3)[N:14]=2)=[CH:5][CH:4]=1)#[N:2].[Br:35]N1C(=O)CCC1=O, predict the reaction product. The product is: [Br:35][C:4]1[CH:5]=[C:6]2[C:11](=[CH:12][C:3]=1[C:1]#[N:2])[N:10]([C:13]1[C:17]3[CH2:18][N:19]([C:22]([O:24][C:25]([CH3:28])([CH3:27])[CH3:26])=[O:23])[CH2:20][CH2:21][C:16]=3[N:15]([CH:29]3[CH2:30][CH2:31][O:32][CH2:33][CH2:34]3)[N:14]=1)[CH2:9][CH2:8][CH2:7]2. (7) The product is: [CH3:13][NH:14][C:2]1[CH:9]=[CH:8][C:5]([C:6]#[N:7])=[CH:4][C:3]=1[N+:10]([O-:12])=[O:11]. Given the reactants F[C:2]1[CH:9]=[CH:8][C:5]([C:6]#[N:7])=[CH:4][C:3]=1[N+:10]([O-:12])=[O:11].[CH3:13][NH2:14], predict the reaction product.